Dataset: NCI-60 drug combinations with 297,098 pairs across 59 cell lines. Task: Regression. Given two drug SMILES strings and cell line genomic features, predict the synergy score measuring deviation from expected non-interaction effect. (1) Drug 1: CC1=C2C(C(=O)C3(C(CC4C(C3C(C(C2(C)C)(CC1OC(=O)C(C(C5=CC=CC=C5)NC(=O)OC(C)(C)C)O)O)OC(=O)C6=CC=CC=C6)(CO4)OC(=O)C)OC)C)OC. Drug 2: C1=CC(=CC=C1C#N)C(C2=CC=C(C=C2)C#N)N3C=NC=N3. Cell line: OVCAR3. Synergy scores: CSS=66.1, Synergy_ZIP=11.0, Synergy_Bliss=12.1, Synergy_Loewe=-27.1, Synergy_HSA=12.6. (2) Drug 1: CC1=C(C(=O)C2=C(C1=O)N3CC4C(C3(C2COC(=O)N)OC)N4)N. Cell line: HT29. Synergy scores: CSS=70.7, Synergy_ZIP=-1.90, Synergy_Bliss=-5.44, Synergy_Loewe=-10.1, Synergy_HSA=-2.59. Drug 2: CC1CCCC2(C(O2)CC(NC(=O)CC(C(C(=O)C(C1O)C)(C)C)O)C(=CC3=CSC(=N3)C)C)C. (3) Drug 1: C1CCC(CC1)NC(=O)N(CCCl)N=O. Drug 2: CCCS(=O)(=O)NC1=C(C(=C(C=C1)F)C(=O)C2=CNC3=C2C=C(C=N3)C4=CC=C(C=C4)Cl)F. Cell line: TK-10. Synergy scores: CSS=3.63, Synergy_ZIP=-4.87, Synergy_Bliss=-5.06, Synergy_Loewe=-4.99, Synergy_HSA=-4.62. (4) Drug 1: CC1=C(N=C(N=C1N)C(CC(=O)N)NCC(C(=O)N)N)C(=O)NC(C(C2=CN=CN2)OC3C(C(C(C(O3)CO)O)O)OC4C(C(C(C(O4)CO)O)OC(=O)N)O)C(=O)NC(C)C(C(C)C(=O)NC(C(C)O)C(=O)NCCC5=NC(=CS5)C6=NC(=CS6)C(=O)NCCC[S+](C)C)O. Drug 2: CC12CCC3C(C1CCC2OP(=O)(O)O)CCC4=C3C=CC(=C4)OC(=O)N(CCCl)CCCl.[Na+]. Cell line: SW-620. Synergy scores: CSS=11.3, Synergy_ZIP=-2.29, Synergy_Bliss=-0.179, Synergy_Loewe=-13.2, Synergy_HSA=-0.280. (5) Drug 1: CCC1=CC2CC(C3=C(CN(C2)C1)C4=CC=CC=C4N3)(C5=C(C=C6C(=C5)C78CCN9C7C(C=CC9)(C(C(C8N6C)(C(=O)OC)O)OC(=O)C)CC)OC)C(=O)OC.C(C(C(=O)O)O)(C(=O)O)O. Drug 2: CC1=C(N=C(N=C1N)C(CC(=O)N)NCC(C(=O)N)N)C(=O)NC(C(C2=CN=CN2)OC3C(C(C(C(O3)CO)O)O)OC4C(C(C(C(O4)CO)O)OC(=O)N)O)C(=O)NC(C)C(C(C)C(=O)NC(C(C)O)C(=O)NCCC5=NC(=CS5)C6=NC(=CS6)C(=O)NCCC[S+](C)C)O. Cell line: CAKI-1. Synergy scores: CSS=44.5, Synergy_ZIP=-7.25, Synergy_Bliss=-1.99, Synergy_Loewe=1.97, Synergy_HSA=3.21. (6) Drug 1: C1=NC2=C(N1)C(=S)N=C(N2)N. Drug 2: C1=NC2=C(N1)C(=S)N=CN2. Cell line: MCF7. Synergy scores: CSS=34.6, Synergy_ZIP=-6.27, Synergy_Bliss=-8.98, Synergy_Loewe=-6.89, Synergy_HSA=-3.99. (7) Drug 1: CC12CCC3C(C1CCC2=O)CC(=C)C4=CC(=O)C=CC34C. Drug 2: C1=NC2=C(N1)C(=S)N=CN2. Cell line: HCT-15. Synergy scores: CSS=31.2, Synergy_ZIP=-2.26, Synergy_Bliss=0.429, Synergy_Loewe=-6.99, Synergy_HSA=1.66. (8) Drug 1: CCC(=C(C1=CC=CC=C1)C2=CC=C(C=C2)OCCN(C)C)C3=CC=CC=C3.C(C(=O)O)C(CC(=O)O)(C(=O)O)O. Drug 2: CC1=C(C=C(C=C1)NC(=O)C2=CC=C(C=C2)CN3CCN(CC3)C)NC4=NC=CC(=N4)C5=CN=CC=C5. Cell line: HOP-92. Synergy scores: CSS=-1.33, Synergy_ZIP=5.19, Synergy_Bliss=6.42, Synergy_Loewe=2.53, Synergy_HSA=1.26. (9) Drug 1: CNC(=O)C1=CC=CC=C1SC2=CC3=C(C=C2)C(=NN3)C=CC4=CC=CC=N4. Drug 2: CC1=C2C(C(=O)C3(C(CC4C(C3C(C(C2(C)C)(CC1OC(=O)C(C(C5=CC=CC=C5)NC(=O)OC(C)(C)C)O)O)OC(=O)C6=CC=CC=C6)(CO4)OC(=O)C)OC)C)OC. Cell line: HS 578T. Synergy scores: CSS=67.7, Synergy_ZIP=15.4, Synergy_Bliss=15.4, Synergy_Loewe=-17.4, Synergy_HSA=14.8. (10) Cell line: MCF7. Drug 2: CC1=C(C=C(C=C1)C(=O)NC2=CC(=CC(=C2)C(F)(F)F)N3C=C(N=C3)C)NC4=NC=CC(=N4)C5=CN=CC=C5. Synergy scores: CSS=5.94, Synergy_ZIP=-2.38, Synergy_Bliss=3.77, Synergy_Loewe=-2.72, Synergy_HSA=2.28. Drug 1: CC(C1=C(C=CC(=C1Cl)F)Cl)OC2=C(N=CC(=C2)C3=CN(N=C3)C4CCNCC4)N.